This data is from Peptide-MHC class I binding affinity with 185,985 pairs from IEDB/IMGT. The task is: Regression. Given a peptide amino acid sequence and an MHC pseudo amino acid sequence, predict their binding affinity value. This is MHC class I binding data. (1) The peptide sequence is NPKTPKYKF. The MHC is HLA-A02:01 with pseudo-sequence HLA-A02:01. The binding affinity (normalized) is 0.0847. (2) The peptide sequence is FLPDTRFGV. The MHC is HLA-A02:06 with pseudo-sequence HLA-A02:06. The binding affinity (normalized) is 0.758. (3) The peptide sequence is WANFKFRDL. The MHC is H-2-Kb with pseudo-sequence H-2-Kb. The binding affinity (normalized) is 0.591. (4) The peptide sequence is FQPQNIQFI. The MHC is H-2-Db with pseudo-sequence H-2-Db. The binding affinity (normalized) is 0.814. (5) The peptide sequence is FTNDVSFLA. The MHC is HLA-A02:01 with pseudo-sequence HLA-A02:01. The binding affinity (normalized) is 0.749.